From a dataset of Catalyst prediction with 721,799 reactions and 888 catalyst types from USPTO. Predict which catalyst facilitates the given reaction. (1) Reactant: C([O:3][C:4](=[O:38])[CH2:5][C:6]1[CH:11]=[CH:10][CH:9]=[C:8]([O:12][C:13]2[CH:18]=[CH:17][C:16]([NH:19][C:20](=[O:22])[CH3:21])=[CH:15][C:14]=2[CH2:23][N:24]([C:34]([O:36][CH3:37])=[O:35])[C@@H:25]([CH3:33])[CH2:26][C:27]2[CH:32]=[CH:31][CH:30]=[CH:29][CH:28]=2)[CH:7]=1)C.[OH-].[Li+].Cl. Product: [C:20]([NH:19][C:16]1[CH:17]=[CH:18][C:13]([O:12][C:8]2[CH:7]=[C:6]([CH2:5][C:4]([OH:38])=[O:3])[CH:11]=[CH:10][CH:9]=2)=[C:14]([CH2:23][N:24]([C:34]([O:36][CH3:37])=[O:35])[C@@H:25]([CH3:33])[CH2:26][C:27]2[CH:28]=[CH:29][CH:30]=[CH:31][CH:32]=2)[CH:15]=1)(=[O:22])[CH3:21]. The catalyst class is: 1. (2) Reactant: O[C:2]1[CH:3]=[C:4]([CH:7]=[C:8](O)[CH:9]=1)[CH2:5][OH:6].[Si](OCCCOC1C=C(C=C(OCCCO[Si](C(C)(C)C)(C)C)C=1)CO)(C(C)(C)C)(C)C.[C:43]([O-:51])(=[O:50])[C:44]1[CH:49]=[CH:48][CH:47]=[CH:46][CH:45]=1. Product: [C:5]([O:51][C:43](=[O:50])[C:44]1[CH:49]=[CH:48][CH:47]=[CH:46][CH:45]=1)(=[O:6])[C:4]1[CH:7]=[CH:8][CH:9]=[CH:2][CH:3]=1. The catalyst class is: 377.